Predict the reactants needed to synthesize the given product. From a dataset of Full USPTO retrosynthesis dataset with 1.9M reactions from patents (1976-2016). (1) Given the product [NH:33]1[CH2:34][CH:31]([N:28]2[CH2:27][CH2:26][N:25]([CH2:24][C:13]3[CH:14]=[C:15]([C:20]([F:21])([F:22])[F:23])[CH:16]=[C:17]4[C:12]=3[N:11]=[CH:10][N:9]([CH2:8][C:6]3[CH:7]=[C:2]([Cl:1])[CH:3]=[CH:4][C:5]=3[S:42]([CH2:45][CH3:46])(=[O:44])=[O:43])[C:18]4=[O:19])[CH2:30][CH2:29]2)[CH2:32]1, predict the reactants needed to synthesize it. The reactants are: [Cl:1][C:2]1[CH:3]=[CH:4][C:5]([S:42]([CH2:45][CH3:46])(=[O:44])=[O:43])=[C:6]([CH2:8][N:9]2[C:18](=[O:19])[C:17]3[C:12](=[C:13]([CH2:24][N:25]4[CH2:30][CH2:29][N:28]([CH:31]5[CH2:34][N:33](C(OC(C)(C)C)=O)[CH2:32]5)[CH2:27][CH2:26]4)[CH:14]=[C:15]([C:20]([F:23])([F:22])[F:21])[CH:16]=3)[N:11]=[CH:10]2)[CH:7]=1.Cl.C(S(N1C=CC=C1CN)(=O)=O)C. (2) The reactants are: [Br:1][CH2:2][CH2:3][CH2:4][C:5]([OH:7])=[O:6].[CH2:8](O)[C:9]1[CH:14]=[CH:13][CH:12]=[CH:11][CH:10]=1.C1(P(C2C=CC=CC=2)C2C=CC=CC=2)C=CC=CC=1.N(C(OCC)=O)=NC(OCC)=O. Given the product [Br:1][CH2:2][CH2:3][CH2:4][C:5]([O:7][CH2:8][C:9]1[CH:14]=[CH:13][CH:12]=[CH:11][CH:10]=1)=[O:6], predict the reactants needed to synthesize it. (3) Given the product [Cl:1][C:2]1[C:3]2[C:10]([I:11])=[CH:9][N:8]([S:21]([C:18]3[CH:19]=[CH:20][C:15]([CH3:14])=[CH:16][CH:17]=3)(=[O:23])=[O:22])[C:4]=2[N:5]=[CH:6][N:7]=1, predict the reactants needed to synthesize it. The reactants are: [Cl:1][C:2]1[C:3]2[C:10]([I:11])=[CH:9][NH:8][C:4]=2[N:5]=[CH:6][N:7]=1.[H-].[Na+].[CH3:14][C:15]1[CH:20]=[CH:19][C:18]([S:21](Cl)(=[O:23])=[O:22])=[CH:17][CH:16]=1.O. (4) Given the product [Cl:35][CH2:36][C:37]([N:39]1[CH2:44][CH2:43][N:42]([C:2]2[N:7]=[C:6]([N:8]3[CH2:9][CH2:10][O:11][CH2:12][CH2:13]3)[N:5]=[C:4]([N:14]3[C:18]4[CH:19]=[CH:20][CH:21]=[C:22]([O:23][CH3:24])[C:17]=4[N:16]=[C:15]3[CH:25]([F:27])[F:26])[N:3]=2)[CH2:41][CH2:40]1)=[O:38], predict the reactants needed to synthesize it. The reactants are: Cl[C:2]1[N:7]=[C:6]([N:8]2[CH2:13][CH2:12][O:11][CH2:10][CH2:9]2)[N:5]=[C:4]([N:14]2[C:18]3[CH:19]=[CH:20][CH:21]=[C:22]([O:23][CH3:24])[C:17]=3[N:16]=[C:15]2[CH:25]([F:27])[F:26])[N:3]=1.FC(F)(F)C([O-])=O.[Cl:35][CH2:36][C:37]([N:39]1[CH2:44][CH2:43][NH2+:42][CH2:41][CH2:40]1)=[O:38]. (5) Given the product [Br:1][C:2]1[CH:3]=[C:4]2[C:9](=[CH:10][CH:11]=1)[N:8]([C:12](=[O:14])[CH3:13])[CH:7]([CH2:15][F:16])[CH2:6][N:5]2[C:22]([C:18]1[O:17][CH:21]=[CH:20][CH:19]=1)=[O:23], predict the reactants needed to synthesize it. The reactants are: [Br:1][C:2]1[CH:3]=[C:4]2[C:9](=[CH:10][CH:11]=1)[N:8]([C:12](=[O:14])[CH3:13])[CH:7]([CH2:15][F:16])[CH2:6][NH:5]2.[O:17]1[CH:21]=[CH:20][CH:19]=[C:18]1[C:22](Cl)=[O:23].BrC1C=C2C(=CC=1)N(C(=O)C)[C@@H](C)CN2C(C1OC=CC=1)=O. (6) Given the product [Cl:1][C:2]1[C:3]([OH:12])=[CH:4][C:5]([OH:11])=[C:6]([C:7]([N:46]2[CH2:45][C:44]3[C:48](=[CH:49][CH:50]=[C:42]([N:39]4[CH2:38][CH2:37][N:36]([CH3:35])[CH2:41][CH2:40]4)[CH:43]=3)[CH2:47]2)=[O:9])[CH:10]=1, predict the reactants needed to synthesize it. The reactants are: [Cl:1][C:2]1[C:3]([OH:12])=[CH:4][C:5]([OH:11])=[C:6]([CH:10]=1)[C:7]([OH:9])=O.Cl.CN(C)CCCN=C=NCC.C1C=CC2N(O)N=NC=2C=1.[CH3:35][N:36]1[CH2:41][CH2:40][N:39]([C:42]2[CH:43]=[C:44]3[C:48](=[CH:49][CH:50]=2)[CH2:47][NH:46][CH2:45]3)[CH2:38][CH2:37]1.C(N(CC)CC)C. (7) Given the product [Cl:1][C:2]1[C:18]([C:19]([F:22])([F:21])[F:20])=[CH:17][CH:16]=[CH:15][C:3]=1[CH2:4][N:5]1[C@@H:10]([CH2:11][CH3:12])[CH2:9][N:8]2[C:29]([C:24]3[CH:25]=[N:26][CH:27]=[CH:28][N:23]=3)=[N:31][N:32]=[C:7]2[C:6]1=[O:14], predict the reactants needed to synthesize it. The reactants are: [Cl:1][C:2]1[C:18]([C:19]([F:22])([F:21])[F:20])=[CH:17][CH:16]=[CH:15][C:3]=1[CH2:4][N:5]1[C@@H:10]([CH2:11][CH3:12])[CH2:9][NH:8][C:7](=S)[C:6]1=[O:14].[N:23]1[CH:28]=[CH:27][N:26]=[CH:25][C:24]=1[C:29]([NH:31][NH2:32])=O. (8) Given the product [F:6][C:7]1[CH:14]=[C:13]([F:15])[CH:12]=[CH:11][C:8]=1[CH2:9][C:17]1([OH:16])[CH2:18][CH2:19][N:20]([C:23]([O:25][C:26]([CH3:28])([CH3:27])[CH3:29])=[O:24])[CH2:21][CH2:22]1, predict the reactants needed to synthesize it. The reactants are: [Mg].BrCCBr.[F:6][C:7]1[CH:14]=[C:13]([F:15])[CH:12]=[CH:11][C:8]=1[CH2:9]Br.[O:16]=[C:17]1[CH2:22][CH2:21][N:20]([C:23]([O:25][C:26]([CH3:29])([CH3:28])[CH3:27])=[O:24])[CH2:19][CH2:18]1.Cl.C(C(C(C([O-])=O)O)O)([O-])=O.[Na+].[K+]. (9) Given the product [C:1]([O:5][C:6]([N:8]1[CH2:12][CH2:11][C@@H:10]([C:13]([O:15][CH2:16][C:17]2[CH:22]=[CH:21][CH:20]=[CH:19][CH:18]=2)=[O:14])[CH2:9]1)=[O:7])([CH3:4])([CH3:2])[CH3:3], predict the reactants needed to synthesize it. The reactants are: [C:1]([O:5][C:6]([N:8]1[CH2:12][CH2:11][C@H:10]([C:13]([O:15][CH2:16][C:17]2[CH:22]=[CH:21][CH:20]=[CH:19][CH:18]=2)=[O:14])[CH2:9]1)=[O:7])([CH3:4])([CH3:3])[CH3:2].C(OC(N1CC[C@@H](C(O)=O)C1)=O)(C)(C)C.